Dataset: Forward reaction prediction with 1.9M reactions from USPTO patents (1976-2016). Task: Predict the product of the given reaction. (1) Given the reactants [Cl-].O[NH3+:3].[C:4](=[O:7])([O-])[OH:5].[Na+].CS(C)=O.[OH:13][C:14]([CH3:52])([CH3:51])[CH2:15][O:16][C:17]1[CH:22]=[CH:21][C:20]([N:23]2[C:28](=[O:29])[C:27]([CH2:30][C:31]3[CH:36]=[CH:35][C:34]([C:37]4[C:38]([C:43]#[N:44])=[CH:39][CH:40]=[CH:41][CH:42]=4)=[CH:33][CH:32]=3)=[C:26]([CH2:45][CH2:46][CH3:47])[N:25]3[N:48]=[CH:49][CH:50]=[C:24]23)=[CH:19][CH:18]=1, predict the reaction product. The product is: [OH:13][C:14]([CH3:51])([CH3:52])[CH2:15][O:16][C:17]1[CH:18]=[CH:19][C:20]([N:23]2[C:28](=[O:29])[C:27]([CH2:30][C:31]3[CH:36]=[CH:35][C:34]([C:37]4[CH:42]=[CH:41][CH:40]=[CH:39][C:38]=4[C:43]4[NH:3][C:4](=[O:7])[O:5][N:44]=4)=[CH:33][CH:32]=3)=[C:26]([CH2:45][CH2:46][CH3:47])[N:25]3[N:48]=[CH:49][CH:50]=[C:24]23)=[CH:21][CH:22]=1. (2) Given the reactants O(C)C.[CH2:4]([SH:8])[CH2:5][CH2:6][SH:7].[F:9][C:10]1[CH:11]=[C:12]([CH:15]=[C:16]([F:18])[CH:17]=1)[CH:13]=O.CCOC(C)=O.CCCCCC, predict the reaction product. The product is: [F:9][C:10]1[CH:11]=[C:12]([CH:13]2[S:8][CH2:4][CH2:5][CH2:6][S:7]2)[CH:15]=[C:16]([F:18])[CH:17]=1. (3) Given the reactants C([O:3][C:4]([C:6]1[C:7]([C:12]2[CH:13]=[C:14]([CH3:18])[CH:15]=[CH:16][CH:17]=2)=[N:8][O:9][C:10]=1[CH3:11])=O)C.C(OC(C1C(C2C=CC=CC=2F)=NOC=1C)=O)C, predict the reaction product. The product is: [CH3:11][C:10]1[O:9][N:8]=[C:7]([C:12]2[CH:13]=[C:14]([CH3:18])[CH:15]=[CH:16][CH:17]=2)[C:6]=1[CH2:4][OH:3]. (4) The product is: [CH2:15]1[C:14]2([CH2:17][O:18][CH:11]([CH2:10][OH:9])[O:12][CH2:13]2)[CH2:16]1. Given the reactants C([O:9][CH2:10][CH:11]1[O:18][CH2:17][C:14]2([CH2:16][CH2:15]2)[CH2:13][O:12]1)(=O)C1C=CC=CC=1.[OH-].[Na+].[Cl-].[NH4+], predict the reaction product. (5) The product is: [CH3:1][O:2][C:3](=[O:12])[C:4]1[CH:9]=[CH:8][C:7]([CH2:10][CH2:11][OH:22])=[CH:6][CH:5]=1. Given the reactants [CH3:1][O:2][C:3](=[O:12])[C:4]1[CH:9]=[CH:8][C:7]([CH:10]=[CH2:11])=[CH:6][CH:5]=1.B1C2CCCC1CCC2.[O:22]1CCCC1, predict the reaction product.